Dataset: Catalyst prediction with 721,799 reactions and 888 catalyst types from USPTO. Task: Predict which catalyst facilitates the given reaction. (1) Reactant: B.C1COCC1.C1(C)C=CC=CC=1.[Br:14][C:15]1[C:16]([O:29][CH3:30])=[C:17]([C:21](=[O:28])[CH2:22][CH2:23][CH2:24][CH2:25][CH2:26][CH3:27])[CH:18]=[CH:19][CH:20]=1. Product: [Br:14][C:15]1[C:16]([O:29][CH3:30])=[C:17]([C@@H:21]([OH:28])[CH2:22][CH2:23][CH2:24][CH2:25][CH2:26][CH3:27])[CH:18]=[CH:19][CH:20]=1. The catalyst class is: 5. (2) Reactant: Cl[C:2]1[N:3]=[N:4][C:5]([CH3:27])=[C:6]([C:17]2[CH:26]=[CH:25][C:24]3[C:19](=[CH:20][CH:21]=[CH:22][CH:23]=3)[CH:18]=2)[C:7]=1[C:8]1[C:13]([F:14])=[CH:12][C:11]([F:15])=[CH:10][C:9]=1[F:16].[F-:28].[K+].CS(C)=O. Product: [F:28][C:2]1[N:3]=[N:4][C:5]([CH3:27])=[C:6]([C:17]2[CH:26]=[CH:25][C:24]3[C:19](=[CH:20][CH:21]=[CH:22][CH:23]=3)[CH:18]=2)[C:7]=1[C:8]1[C:13]([F:14])=[CH:12][C:11]([F:15])=[CH:10][C:9]=1[F:16]. The catalyst class is: 6. (3) Reactant: Cl.[F:2][C:3]1[CH:8]=[C:7]([F:9])[CH:6]=[CH:5][C:4]=1[N:10]1[CH:14]([C:15]2[CH:20]=[CH:19][N:18]=[C:17]([C:21]3[CH2:22][CH2:23][NH:24][CH2:25][CH:26]=3)[CH:16]=2)[CH2:13][C:12]([C:27]([F:33])([F:32])[C:28]([F:31])([F:30])[F:29])=[N:11]1.C(N(CC)CC)C.[CH3:41][S:42](Cl)(=[O:44])=[O:43]. Product: [F:2][C:3]1[CH:8]=[C:7]([F:9])[CH:6]=[CH:5][C:4]=1[N:10]1[CH:14]([C:15]2[CH:20]=[CH:19][N:18]=[C:17]([C:21]3[CH2:22][CH2:23][N:24]([S:42]([CH3:41])(=[O:44])=[O:43])[CH2:25][CH:26]=3)[CH:16]=2)[CH2:13][C:12]([C:27]([F:32])([F:33])[C:28]([F:30])([F:31])[F:29])=[N:11]1. The catalyst class is: 4. (4) Reactant: [F:1][C:2]1[CH:7]=[C:6]([S:8][CH3:9])[CH:5]=[CH:4][C:3]=1[O:10]C.B(Br)(Br)Br. Product: [F:1][C:2]1[CH:7]=[C:6]([S:8][CH3:9])[CH:5]=[CH:4][C:3]=1[OH:10]. The catalyst class is: 2. (5) Reactant: [C:1]([O:5][C:6]([N:8]1[CH2:13][CH2:12][CH:11]([CH:14]2[CH2:19][CH2:18][N:17]([C:20]3[CH:25]=[CH:24][C:23]([C:26]([NH2:28])=[S:27])=[CH:22][CH:21]=3)[CH2:16][CH2:15]2)[CH2:10][CH2:9]1)=[O:7])([CH3:4])([CH3:3])[CH3:2].[CH3:29][C:30](OC(C)=O)=O.ClCC=O. Product: [C:1]([O:5][C:6]([N:8]1[CH2:13][CH2:12][CH:11]([CH:14]2[CH2:15][CH2:16][N:17]([C:20]3[CH:21]=[CH:22][C:23]([C:26]4[S:27][CH:29]=[CH:30][N:28]=4)=[CH:24][CH:25]=3)[CH2:18][CH2:19]2)[CH2:10][CH2:9]1)=[O:7])([CH3:4])([CH3:2])[CH3:3]. The catalyst class is: 3. (6) Reactant: [NH2-].[Na+].[C:3]([C:6]1[C:15]2[C:10](=[CH:11][CH:12]=[CH:13][CH:14]=2)[CH:9]=[CH:8][CH:7]=1)(=[O:5])[CH3:4].C[O:17][C:18](=O)[C:19]1[CH:24]=[CH:23][CH:22]=[CH:21][CH:20]=1.Cl. Product: [C:19]1([C:18](=[O:17])[CH2:4][C:3]([C:6]2[C:15]3[C:10](=[CH:11][CH:12]=[CH:13][CH:14]=3)[CH:9]=[CH:8][CH:7]=2)=[O:5])[CH:24]=[CH:23][CH:22]=[CH:21][CH:20]=1. The catalyst class is: 28. (7) Reactant: ClCCl.[NH2:4][C:5]1[CH:32]=[CH:31][C:8]([CH2:9][N:10]2[C:19]3[C:14](=[C:15]([CH2:22][CH:23]4[S:27][C:26](=[O:28])[NH:25][C:24]4=[O:29])[CH:16]=[CH:17][C:18]=3[O:20][CH3:21])[CH2:13][CH2:12][C:11]2=[O:30])=[CH:7][CH:6]=1.N1C=CC=CC=1.[CH3:39][S:40](Cl)(=[O:42])=[O:41]. Product: [CH3:39][S:40]([NH:4][C:5]1[CH:6]=[CH:7][C:8]([CH2:9][N:10]2[C:19]3[C:14](=[C:15]([CH2:22][CH:23]4[S:27][C:26](=[O:28])[NH:25][C:24]4=[O:29])[CH:16]=[CH:17][C:18]=3[O:20][CH3:21])[CH2:13][CH2:12][C:11]2=[O:30])=[CH:31][CH:32]=1)(=[O:42])=[O:41]. The catalyst class is: 6.